This data is from Forward reaction prediction with 1.9M reactions from USPTO patents (1976-2016). The task is: Predict the product of the given reaction. (1) Given the reactants [CH2:1]([C@@H:8]1[NH:13][CH2:12][CH2:11][N:10]([C:14]2[CH:19]=[CH:18][C:17]([O:20][CH3:21])=[C:16]([O:22][CH:23]3[CH2:27][CH2:26][CH2:25][CH2:24]3)[CH:15]=2)[CH2:9]1)[C:2]1[CH:7]=[CH:6][CH:5]=[CH:4][CH:3]=1.[CH3:28][S:29](Cl)(=[O:31])=[O:30], predict the reaction product. The product is: [CH2:1]([C@H:8]1[CH2:9][N:10]([C:14]2[CH:19]=[CH:18][C:17]([O:20][CH3:21])=[C:16]([O:22][CH:23]3[CH2:27][CH2:26][CH2:25][CH2:24]3)[CH:15]=2)[CH2:11][CH2:12][N:13]1[S:29]([CH3:28])(=[O:31])=[O:30])[C:2]1[CH:3]=[CH:4][CH:5]=[CH:6][CH:7]=1. (2) Given the reactants Cl[C:2]1[CH:7]=[CH:6][N:5]=[C:4]([N:8]2[CH2:13][CH2:12][N:11]([C:14]([O:16][C:17]([CH3:20])([CH3:19])[CH3:18])=[O:15])[CH2:10][CH2:9]2)[N:3]=1.[F:21][C:22]1[CH:27]=[CH:26][CH:25]=[CH:24][C:23]=1B(O)O.C(=O)([O-])[O-].[Na+].[Na+], predict the reaction product. The product is: [F:21][C:22]1[CH:27]=[CH:26][CH:25]=[CH:24][C:23]=1[C:2]1[CH:7]=[CH:6][N:5]=[C:4]([N:8]2[CH2:13][CH2:12][N:11]([C:14]([O:16][C:17]([CH3:20])([CH3:19])[CH3:18])=[O:15])[CH2:10][CH2:9]2)[N:3]=1. (3) Given the reactants C[O:2][C:3]([C:5]1[N:13]=[CH:12][C:11]2[NH:10][C:9]3[N:14]=[CH:15][C:16](Br)=[CH:17][C:8]=3[C:7]=2[CH:6]=1)=[O:4].[CH3:19][N:20]1[CH:24]=[C:23](B2OC(C)(C)C(C)(C)O2)[CH:22]=[N:21]1.S(=O)(=O)(O)O, predict the reaction product. The product is: [CH3:19][N:20]1[CH:24]=[C:23]([C:16]2[CH:15]=[N:14][C:9]3[NH:10][C:11]4[CH:12]=[N:13][C:5]([C:3]([OH:2])=[O:4])=[CH:6][C:7]=4[C:8]=3[CH:17]=2)[CH:22]=[N:21]1. (4) The product is: [CH3:1][N:2]([CH2:12][CH2:13][O:14][C:15]1[CH:20]=[CH:19][C:18]([NH:21][S:22]([CH3:25])(=[O:24])=[O:23])=[CH:17][CH:16]=1)[CH2:3][CH:4]([NH2:35])[C:5]1[CH:10]=[CH:9][C:8]([S:30]([CH2:29][CH2:28][CH2:27][NH:39][CH3:38])(=[O:32])=[O:31])=[CH:7][CH:6]=1. Given the reactants [CH3:1][N:2]([CH2:12][CH2:13][O:14][C:15]1[CH:20]=[CH:19][C:18]([NH:21][S:22]([CH3:25])(=[O:24])=[O:23])=[CH:17][CH:16]=1)[CH2:3][CH2:4][C:5]1[CH:10]=[CH:9][C:8](N)=[CH:7][CH:6]=1.Br[CH2:27][CH2:28][CH2:29][S:30](Cl)(=[O:32])=[O:31].C[NH2:35].O.C[C:38]#[N:39], predict the reaction product.